From a dataset of Full USPTO retrosynthesis dataset with 1.9M reactions from patents (1976-2016). Predict the reactants needed to synthesize the given product. (1) The reactants are: [Cl:1][C:2]1[CH:3]=[C:4]([C:8]([NH2:12])([CH3:11])[CH2:9][NH2:10])[CH:5]=[CH:6][CH:7]=1.[CH3:13][O:14][C:15]([C:17]12[CH2:26][CH:21]3[CH2:22][CH:23]([CH2:25][CH:19]([C:20]3=O)[CH2:18]1)[CH2:24]2)=[O:16].C(O)(=O)C.[BH4-].[Na+]. Given the product [CH3:13][O:14][C:15]([C:17]12[CH2:26][CH:21]3[CH2:22][CH:23]([CH2:25][CH:19]([CH:20]3[NH:10][CH2:9][C:8]([NH2:12])([C:4]3[CH:5]=[CH:6][CH:7]=[C:2]([Cl:1])[CH:3]=3)[CH3:11])[CH2:18]1)[CH2:24]2)=[O:16], predict the reactants needed to synthesize it. (2) The reactants are: [CH2:1]([N:3]([C:29](=O)[C:30]1[CH:35]=[CH:34][C:33]([OH:36])=[C:32]([F:37])[CH:31]=1)[C:4]1[CH:9]=[C:8]([O:10][CH3:11])[CH:7]=[CH:6][C:5]=1[C@@H:12]1[CH2:21][CH2:20][C:19]2[CH:18]=[C:17]([O:22]C(=O)C(C)(C)C)[CH:16]=[CH:15][C:14]=2[CH2:13]1)[CH3:2].Cl[CH2:40][C:41]([N:43]([CH3:50])[CH2:44][C@H:45]1[CH2:49][CH2:48][CH2:47][O:46]1)=O. Given the product [CH2:1]([N:3]([CH2:29][C:30]1[CH:35]=[CH:34][C:33]([O:36][CH2:40][CH2:41][N:43]([CH3:50])[CH2:44][C@H:45]2[CH2:49][CH2:48][CH2:47][O:46]2)=[C:32]([F:37])[CH:31]=1)[C:4]1[CH:9]=[C:8]([O:10][CH3:11])[CH:7]=[CH:6][C:5]=1[C@@H:12]1[CH2:21][CH2:20][C:19]2[CH:18]=[C:17]([OH:22])[CH:16]=[CH:15][C:14]=2[CH2:13]1)[CH3:2], predict the reactants needed to synthesize it.